This data is from Serine/threonine kinase 33 screen with 319,792 compounds. The task is: Binary Classification. Given a drug SMILES string, predict its activity (active/inactive) in a high-throughput screening assay against a specified biological target. (1) The compound is s1c2c(CCC(C2)C)c2c(N3CCN(CC3)CC)ncnc12. The result is 0 (inactive). (2) The drug is s1c(NC(C)C)nc(N)c1C(=O)c1cc(OC)ccc1. The result is 0 (inactive). (3) The molecule is o1c2c(c3c(c1=O)cc(OC)cc3)ccc(OCc1c(oc(c1)C(O)=O)C)c2C. The result is 0 (inactive). (4) The drug is S(c1c(C(=O)Nc2c(C(=O)NCCC)cccc2)cccc1)C. The result is 0 (inactive).